This data is from Reaction yield outcomes from USPTO patents with 853,638 reactions. The task is: Predict the reaction yield, written as a fraction of the theoretical maximum amount of product (1.0 means a 100% yield; for example, 0.34 means a 34% yield). The reactants are [Br:1][C:2]1[CH:3]=[C:4]2[C:8](=[C:9]([CH2:11]O)[CH:10]=1)[N:7]([CH2:13][CH:14]([CH3:16])[CH3:15])[N:6]=[CH:5]2.[CH3:17][O:18][C:19]([C:21]1[CH:22]=[C:23]2[C:27](=[CH:28][CH:29]=1)[NH:26][N:25]=[C:24]2[CH3:30])=[O:20]. No catalyst specified. The product is [CH3:17][O:18][C:19]([C:21]1[CH:22]=[C:23]2[C:27](=[CH:28][CH:29]=1)[N:26]([CH2:11][C:9]1[CH:10]=[C:2]([Br:1])[CH:3]=[C:4]3[C:8]=1[N:7]([CH2:13][CH:14]([CH3:16])[CH3:15])[N:6]=[CH:5]3)[N:25]=[C:24]2[CH3:30])=[O:20]. The yield is 0.760.